Dataset: Reaction yield outcomes from USPTO patents with 853,638 reactions. Task: Predict the reaction yield, written as a fraction of the theoretical maximum amount of product (1.0 means a 100% yield; for example, 0.34 means a 34% yield). The reactants are [H-].[Na+].[NH2:3][C:4]1[N:5]([CH2:18][CH3:19])[C:6]2[C:11]([C:12]=1[C:13]#[N:14])=[CH:10][CH:9]=[C:8]([N+:15]([O-:17])=[O:16])[CH:7]=2.[C:20](Cl)(=[O:22])[CH3:21]. The catalyst is O1CCOCC1. The product is [C:13]([C:12]1[C:11]2[C:6](=[CH:7][C:8]([N+:15]([O-:17])=[O:16])=[CH:9][CH:10]=2)[N:5]([CH2:18][CH3:19])[C:4]=1[NH:3][C:20](=[O:22])[CH3:21])#[N:14]. The yield is 0.710.